From a dataset of Full USPTO retrosynthesis dataset with 1.9M reactions from patents (1976-2016). Predict the reactants needed to synthesize the given product. Given the product [NH2:79][C:77](=[O:78])[CH2:76][NH:75][C:74](=[O:80])[NH:73][C:70]1[CH:69]=[CH:68][C:67]([C:38]2[N:39]=[C:40]([N:52]3[CH2:57][CH2:56][O:55][CH2:54][C@@H:53]3[CH3:58])[C:41]3[CH2:46][N:45]([C:47]([O:49][CH2:50][CH3:51])=[O:48])[CH2:44][C:42]=3[N:43]=2)=[CH:72][CH:71]=1, predict the reactants needed to synthesize it. The reactants are: C(NC(=O)NC1C=CC(C2N=C(N3CCOC[C@@H]3C)C3CCN(C(OC(C)(C)C)=O)CC=3N=2)=CC=1)C.Cl[C:38]1[N:39]=[C:40]([N:52]2[CH2:57][CH2:56][O:55][CH2:54][C@@H:53]2[CH3:58])[C:41]2[CH2:46][N:45]([C:47]([O:49][CH2:50][CH3:51])=[O:48])[CH2:44][C:42]=2[N:43]=1.CC1(C)C(C)(C)OB([C:67]2[CH:72]=[CH:71][C:70]([NH:73][C:74](=[O:80])[NH:75][CH2:76][C:77]([NH2:79])=[O:78])=[CH:69][CH:68]=2)O1.